This data is from Catalyst prediction with 721,799 reactions and 888 catalyst types from USPTO. The task is: Predict which catalyst facilitates the given reaction. (1) Reactant: [F:1][C:2]1([F:30])[CH2:7][CH2:6][N:5]([C:8]([C:10]2[NH:11][C:12]3[C:17]([CH:18]=2)=[CH:16][C:15]([C:19]([N:21]2[CH2:26][CH2:25][CH:24]([N:27]([CH3:29])[CH3:28])[CH2:23][CH2:22]2)=[O:20])=[CH:14][CH:13]=3)=[O:9])[CH2:4][CH2:3]1.[Cl:31][C:32]1[CH:33]=[C:34](B(O)O)[CH:35]=[CH:36][CH:37]=1.N1C=CC=CC=1. Product: [Cl:31][C:32]1[CH:37]=[C:36]([N:11]2[C:12]3[C:17](=[CH:16][C:15]([C:19]([N:21]4[CH2:26][CH2:25][CH:24]([N:27]([CH3:28])[CH3:29])[CH2:23][CH2:22]4)=[O:20])=[CH:14][CH:13]=3)[CH:18]=[C:10]2[C:8]([N:5]2[CH2:6][CH2:7][C:2]([F:1])([F:30])[CH2:3][CH2:4]2)=[O:9])[CH:35]=[CH:34][CH:33]=1. The catalyst class is: 221. (2) Reactant: [CH3:1][O:2][C:3](=[O:15])[C:4]1[C:5](=[C:10](I)[CH:11]=[CH:12][CH:13]=1)[C:6]([O:8][CH3:9])=[O:7].[C:16]([C:20]1[CH:26]=[CH:25][C:23]([NH2:24])=[CH:22][CH:21]=1)([CH3:19])([CH3:18])[CH3:17].C1C=CC(P(C2C(C3C(P(C4C=CC=CC=4)C4C=CC=CC=4)=CC=C4C=3C=CC=C4)=C3C(C=CC=C3)=CC=2)C2C=CC=CC=2)=CC=1.C(=O)([O-])[O-].[Cs+].[Cs+]. Product: [CH3:1][O:2][C:3](=[O:15])[C:4]1[C:5](=[C:10]([NH:24][C:23]2[CH:25]=[CH:26][C:20]([C:16]([CH3:19])([CH3:18])[CH3:17])=[CH:21][CH:22]=2)[CH:11]=[CH:12][CH:13]=1)[C:6]([O:8][CH3:9])=[O:7]. The catalyst class is: 835. (3) Reactant: [Cl:1][C:2]1[CH:7]=[CH:6][C:5]([CH:8]([C:20]2[CH:25]=[CH:24][C:23]([Cl:26])=[CH:22][CH:21]=2)[C:9]2[CH:10]=[C:11]3[C:16](=[CH:17][CH:18]=2)[N:15]=[CH:14][N:13]=[C:12]3Cl)=[CH:4][CH:3]=1.Cl.[F:28][C:29]([F:40])([F:39])[S:30]([NH:33][CH:34]1[CH2:38][CH2:37][NH:36][CH2:35]1)(=[O:32])=[O:31]. Product: [Cl:26][C:23]1[CH:22]=[CH:21][C:20]([CH:8]([C:5]2[CH:6]=[CH:7][C:2]([Cl:1])=[CH:3][CH:4]=2)[C:9]2[CH:10]=[C:11]3[C:16](=[CH:17][CH:18]=2)[N:15]=[CH:14][N:13]=[C:12]3[N:36]2[CH2:37][CH2:38][CH:34]([NH:33][S:30]([C:29]([F:28])([F:39])[F:40])(=[O:31])=[O:32])[CH2:35]2)=[CH:25][CH:24]=1. The catalyst class is: 41.